From a dataset of Catalyst prediction with 721,799 reactions and 888 catalyst types from USPTO. Predict which catalyst facilitates the given reaction. (1) Reactant: Cl.C(OC([N:9]1[CH2:14][CH2:13][N:12]([CH2:15][CH2:16][O:17][C:18]2[CH:23]=[C:22]([CH2:24][OH:25])[N:21]=[C:20]([CH2:26][OH:27])[CH:19]=2)[CH2:11][CH2:10]1)=O)(C)(C)C. Product: [N:12]1([CH2:15][CH2:16][O:17][C:18]2[CH:23]=[C:22]([CH2:24][OH:25])[N:21]=[C:20]([CH2:26][OH:27])[CH:19]=2)[CH2:13][CH2:14][NH:9][CH2:10][CH2:11]1. The catalyst class is: 12. (2) Reactant: [F:1][C:2]([F:31])([C:25]1[CH:30]=[CH:29][CH:28]=[CH:27][CH:26]=1)[CH2:3][O:4][C:5]1[CH:6]=[CH:7][C:8]([C:11]([C:14]2([C:17]3[CH:22]=[CH:21][C:20]([F:23])=[CH:19][C:18]=3[F:24])[CH2:16][O:15]2)([F:13])[F:12])=[N:9][CH:10]=1.[NH:32]1[CH:36]=[N:35][N:34]=[N:33]1.C([O-])([O-])=O.[K+].[K+].N#N.[NH4+].[Cl-]. Product: [F:31][C:2]([F:1])([C:25]1[CH:30]=[CH:29][CH:28]=[CH:27][CH:26]=1)[CH2:3][O:4][C:5]1[CH:6]=[CH:7][C:8]([C:11]([F:13])([F:12])[C:14]([C:17]2[CH:22]=[CH:21][C:20]([F:23])=[CH:19][C:18]=2[F:24])([OH:15])[CH2:16][N:32]2[CH:36]=[N:35][N:34]=[N:33]2)=[N:9][CH:10]=1. The catalyst class is: 549. (3) The catalyst class is: 3. Product: [Br:1][C:2]1[C:3]([N:22]2[CH2:26][CH2:25][O:24][C:23]2=[O:28])=[CH:4][C:5]2[O:9][C:8]([C:10]3[CH:15]=[CH:14][C:13]([F:16])=[CH:12][CH:11]=3)=[C:7]([C:17]([NH:18][CH3:19])=[O:20])[C:6]=2[CH:21]=1. Reactant: [Br:1][C:2]1[C:3]([NH:22][C:23](=[O:28])[O:24][CH2:25][CH2:26]Cl)=[CH:4][C:5]2[O:9][C:8]([C:10]3[CH:15]=[CH:14][C:13]([F:16])=[CH:12][CH:11]=3)=[C:7]([C:17](=[O:20])[NH:18][CH3:19])[C:6]=2[CH:21]=1.C([O-])([O-])=O.[K+].[K+]. (4) Reactant: [CH3:1][N:2]1[C:10]2[C:5](=[CH:6][CH:7]=[CH:8][CH:9]=2)[C:4]([C:11]2[C:12](=[O:24])[NH:13][C:14](=[O:23])[C:15]=2[C:16]2[CH:21]=[CH:20][CH:19]=[C:18]([NH2:22])[CH:17]=2)=[CH:3]1.[CH3:25][C:26]1([CH3:33])[O:31][CH2:30][C:29](=O)[CH2:28][O:27]1.[BH3-]C#N.[Na+]. Product: [CH3:1][N:2]1[C:10]2[C:5](=[CH:6][CH:7]=[CH:8][CH:9]=2)[C:4]([C:11]2[C:12](=[O:24])[NH:13][C:14](=[O:23])[C:15]=2[C:16]2[CH:21]=[CH:20][CH:19]=[C:18]([NH:22][CH:29]3[CH2:30][O:31][C:26]([CH3:33])([CH3:25])[O:27][CH2:28]3)[CH:17]=2)=[CH:3]1. The catalyst class is: 5. (5) Reactant: Br[C:2]1[CH:3]=[C:4]([NH:8][C:9](=[O:17])[CH2:10][C:11]2[CH:16]=[CH:15][CH:14]=[CH:13][CH:12]=2)[CH:5]=[N:6][CH:7]=1.CC1(C)C(C)(C)OB([C:26]2[CH:27]=[C:28]3[C:32](=[CH:33][CH:34]=2)[N:31]([CH2:35][O:36][CH2:37][CH2:38][Si:39]([CH3:42])([CH3:41])[CH3:40])[N:30]=[C:29]3[CH:43]=[O:44])O1.C([O-])([O-])=O.[Na+].[Na+].COCCOC. Product: [CH:43]([C:29]1[C:28]2[C:32](=[CH:33][CH:34]=[C:26]([C:2]3[CH:3]=[C:4]([NH:8][C:9](=[O:17])[CH2:10][C:11]4[CH:16]=[CH:15][CH:14]=[CH:13][CH:12]=4)[CH:5]=[N:6][CH:7]=3)[CH:27]=2)[N:31]([CH2:35][O:36][CH2:37][CH2:38][Si:39]([CH3:42])([CH3:41])[CH3:40])[N:30]=1)=[O:44]. The catalyst class is: 587. (6) Reactant: [C:1](Cl)(=[O:8])[C:2]1[CH:7]=[CH:6][CH:5]=[CH:4][CH:3]=1.[NH:10]1[C:19]2[C:14](=[CH:15][CH:16]=[CH:17][CH:18]=2)[C:13](=[O:20])[CH2:12][CH2:11]1.C(N(CC)CC)C.O. Product: [C:1]([N:10]1[C:19]2[C:14](=[CH:15][CH:16]=[CH:17][CH:18]=2)[C:13](=[O:20])[CH2:12][CH2:11]1)(=[O:8])[C:2]1[CH:7]=[CH:6][CH:5]=[CH:4][CH:3]=1. The catalyst class is: 79. (7) The catalyst class is: 9. Reactant: [C:1]([O:5][C:6]([NH:8][C:9]1[N:14]=[CH:13][C:12]([O:15][C:16]2[CH:17]=[C:18]([CH:23]=[C:24]([O:26][CH:27]([CH3:29])[CH3:28])[CH:25]=2)[C:19]([O:21]C)=[O:20])=[CH:11][CH:10]=1)=[O:7])([CH3:4])([CH3:3])[CH3:2].[H-].[Na+].Br[CH2:33][CH:34]1[CH2:36][CH2:35]1.C(O)(=O)CC(CC(O)=O)(C(O)=O)O. Product: [C:1]([O:5][C:6]([N:8]([CH2:33][CH:34]1[CH2:36][CH2:35]1)[C:9]1[N:14]=[CH:13][C:12]([O:15][C:16]2[CH:17]=[C:18]([CH:23]=[C:24]([O:26][CH:27]([CH3:28])[CH3:29])[CH:25]=2)[C:19]([OH:21])=[O:20])=[CH:11][CH:10]=1)=[O:7])([CH3:2])([CH3:4])[CH3:3].